Dataset: Full USPTO retrosynthesis dataset with 1.9M reactions from patents (1976-2016). Task: Predict the reactants needed to synthesize the given product. (1) Given the product [CH:24]1([NH:20][C:13]([NH:12][C:11]2[C:7]([C:2]3[CH:3]=[CH:4][CH:5]=[CH:6][N:1]=3)=[N:8][NH:9][CH:10]=2)=[O:14])[CH2:23][CH2:25]1, predict the reactants needed to synthesize it. The reactants are: [N:1]1[CH:6]=[CH:5][CH:4]=[CH:3][C:2]=1[C:7]1[C:11]([NH2:12])=[CH:10][NH:9][N:8]=1.[C:13]([N:20]1[CH:24]=[CH:23]N=C1)(N1C=CN=C1)=[O:14].[CH2:25]1COCC1. (2) Given the product [CH3:1][O:2][C:3](=[O:4])[C:5]1[CH:10]=[CH:9][CH:8]=[C:7]([C:15]2[CH:20]=[N:19][C:18]([F:21])=[CH:17][CH:16]=2)[CH:6]=1, predict the reactants needed to synthesize it. The reactants are: [CH3:1][O:2][C:3]([C:5]1[CH:6]=[C:7](B(O)O)[CH:8]=[CH:9][CH:10]=1)=[O:4].Br[C:15]1[CH:16]=[CH:17][C:18]([F:21])=[N:19][CH:20]=1.C(=O)([O-])[O-].[Cs+].[Cs+]. (3) Given the product [F:1][C:2]1[CH:3]=[CH:4][C:5]([CH3:32])=[C:6]([CH:31]=1)[O:7][CH2:8][C:9]1[C:18]([C:19]2[CH:24]=[CH:23][C:22]([O:25][S:34]([CH3:33])(=[O:36])=[O:35])=[CH:21][C:20]=2[O:26][CH3:27])=[CH:17][CH:16]=[C:15]2[C:10]=1[C:11]([CH3:30])=[CH:12][C:13]([CH3:28])([CH3:29])[NH:14]2, predict the reactants needed to synthesize it. The reactants are: [F:1][C:2]1[CH:3]=[CH:4][C:5]([CH3:32])=[C:6]([CH:31]=1)[O:7][CH2:8][C:9]1[C:18]([C:19]2[CH:24]=[CH:23][C:22]([OH:25])=[CH:21][C:20]=2[O:26][CH3:27])=[CH:17][CH:16]=[C:15]2[C:10]=1[C:11]([CH3:30])=[CH:12][C:13]([CH3:29])([CH3:28])[NH:14]2.[CH3:33][S:34](Cl)(=[O:36])=[O:35].C(N(CC)CC)C. (4) Given the product [F:35][C:5]1[CH:4]=[CH:3][C:2]2[NH:12][C:10](=[O:11])[CH2:9][O:8][C:7]=2[C:6]=1[CH2:13][CH2:14][N:15]1[CH2:20][CH2:19][N:18]([C:21]2[CH:30]=[CH:29][CH:28]=[C:27]3[C:22]=2[CH:23]=[CH:24][C:25]([C:31]([F:34])([F:33])[F:32])=[N:26]3)[CH2:17][CH2:16]1, predict the reactants needed to synthesize it. The reactants are: Br[C:2]1[C:7]([O:8][CH2:9][C:10]([NH2:12])=[O:11])=[C:6]([CH2:13][CH2:14][N:15]2[CH2:20][CH2:19][N:18]([C:21]3[CH:30]=[CH:29][CH:28]=[C:27]4[C:22]=3[CH:23]=[CH:24][C:25]([C:31]([F:34])([F:33])[F:32])=[N:26]4)[CH2:17][CH2:16]2)[C:5]([F:35])=[CH:4][CH:3]=1.CNCCNC.C([O-])([O-])=O.[K+].[K+]. (5) Given the product [C:2]([C:6]1[CH:26]=[CH:25][C:9]([C:10]([NH:12][C:13]([NH:40][C:37]2[CH:38]=[CH:39][C:34]([NH:33][C:32](=[O:43])[O:31][C:27]([CH3:30])([CH3:29])[CH3:28])=[C:35]([O:41][CH3:42])[CH:36]=2)=[S:24])=[O:11])=[CH:8][CH:7]=1)([CH3:5])([CH3:3])[CH3:4], predict the reactants needed to synthesize it. The reactants are: Cl.[C:2]([C:6]1[CH:26]=[CH:25][C:9]([C:10]([NH:12][C:13](=[S:24])NC2C=CC(NC)=CC=2Cl)=[O:11])=[CH:8][CH:7]=1)([CH3:5])([CH3:4])[CH3:3].[C:27]([O:31][C:32](=[O:43])[NH:33][C:34]1[CH:39]=[CH:38][C:37]([NH2:40])=[CH:36][C:35]=1[O:41][CH3:42])([CH3:30])([CH3:29])[CH3:28].